This data is from Catalyst prediction with 721,799 reactions and 888 catalyst types from USPTO. The task is: Predict which catalyst facilitates the given reaction. (1) Reactant: [Cu]C#N.C[Li].B(F)(F)F.CCOCC.[OH:15][C@H:16]1[C@H:20]([CH3:21])[CH2:19][C@@H:18]([C:22]([O:24][CH2:25][C:26]2[CH:31]=[CH:30][CH:29]=[CH:28][CH:27]=2)=[O:23])[CH2:17]1. Product: [OH:15][C@@H:16]1[C@@H:20]([CH3:21])[CH2:19][C@H:18]([C:22]([O:24][CH2:25][C:26]2[CH:27]=[CH:28][CH:29]=[CH:30][CH:31]=2)=[O:23])[CH2:17]1. The catalyst class is: 1. (2) Reactant: [CH3:1][CH:2]([CH3:14])[CH2:3][CH:4]([C:8]1[CH:13]=[CH:12][CH:11]=[CH:10][CH:9]=1)[C:5](=[O:7])[CH3:6].[BH4-].[Na+]. Product: [CH3:1][CH:2]([CH3:14])[CH2:3][CH:4]([C:8]1[CH:13]=[CH:12][CH:11]=[CH:10][CH:9]=1)[CH:5]([OH:7])[CH3:6]. The catalyst class is: 5. (3) Reactant: CC1C=CC(S([O-])(=O)=O)=CC=1.C1C=C[NH+]=CC=1.[CH3:18][N:19]([CH3:43])[C:20]1[N:25]=[CH:24][C:23]2[O:26][C:27]3[C:32]([C:33]([CH3:35])(O)[C:22]=2[CH:21]=1)=[CH:31][C:30]([C:36]1[C:37]([F:42])=[N:38][CH:39]=[CH:40][CH:41]=1)=[CH:29][CH:28]=3.C(=O)(O)[O-].[Na+]. Product: [F:42][C:37]1[C:36]([C:30]2[CH:31]=[C:32]3[C:27](=[CH:28][CH:29]=2)[O:26][C:23]2[CH:24]=[N:25][C:20]([N:19]([CH3:18])[CH3:43])=[CH:21][C:22]=2[C:33]3=[CH2:35])=[CH:41][CH:40]=[CH:39][N:38]=1. The catalyst class is: 26. (4) Reactant: O1CCCC1.C[Si](C)(C)[N-][Si](C)(C)C.[Li+].CO[C:18](=[O:22])[CH2:19][CH2:20][OH:21].[N+:23]([C:26]1[CH:33]=[C:32]([N+:34]([O-:36])=[O:35])[CH:31]=[CH:30][C:27]=1[CH:28]=O)([O-])=O. Product: [OH:21][CH2:20][C:19]1[C:18](=[O:22])[NH:23][C:26]2[C:27]([CH:28]=1)=[CH:30][CH:31]=[C:32]([N+:34]([O-:36])=[O:35])[CH:33]=2. The catalyst class is: 6. (5) Reactant: [CH3:1][N:2]1[CH2:7][CH2:6][CH:5]([C:8]([C:10]2[N:15]=[CH:14][CH:13]=[CH:12][CH:11]=2)=[O:9])[CH2:4][CH2:3]1.[ClH:16].C(O)C. Product: [ClH:16].[ClH:16].[CH3:1][N:2]1[CH2:7][CH2:6][CH:5]([C:8]([C:10]2[N:15]=[CH:14][CH:13]=[CH:12][CH:11]=2)=[O:9])[CH2:4][CH2:3]1. The catalyst class is: 8. (6) Reactant: [NH2:1][C:2]1[CH:7]=[CH:6][CH:5]=[CH:4][C:3]=1[CH:8]1[C:17]([CH3:19])([CH3:18])[CH2:16][C:15]2[C:10](=[CH:11][CH:12]=[C:13]([C:20]([O:22][CH3:23])=[O:21])[CH:14]=2)[NH:9]1.N1C=CC=CC=1.[F:30][C:31]1[CH:36]=[CH:35][C:34]([S:37](Cl)(=[O:39])=[O:38])=[CH:33][CH:32]=1. Product: [F:30][C:31]1[CH:36]=[CH:35][C:34]([S:37]([NH:1][C:2]2[CH:7]=[CH:6][CH:5]=[CH:4][C:3]=2[CH:8]2[C:17]([CH3:18])([CH3:19])[CH2:16][C:15]3[C:10](=[CH:11][CH:12]=[C:13]([C:20]([O:22][CH3:23])=[O:21])[CH:14]=3)[NH:9]2)(=[O:39])=[O:38])=[CH:33][CH:32]=1. The catalyst class is: 4. (7) Reactant: Cl[C:2]1[CH:7]=[C:6]([CH3:8])[C:5]([N+:9]([O-:11])=[O:10])=[CH:4][N:3]=1.[CH2:12]([NH:19][CH2:20][C:21]1[CH:26]=[CH:25][CH:24]=[CH:23][CH:22]=1)[C:13]1[CH:18]=[CH:17][CH:16]=[CH:15][CH:14]=1.C(=O)([O-])[O-].[Na+].[Na+].Cl. Product: [CH2:20]([N:19]([CH2:12][C:13]1[CH:18]=[CH:17][CH:16]=[CH:15][CH:14]=1)[C:2]1[CH:7]=[C:6]([CH3:8])[C:5]([N+:9]([O-:11])=[O:10])=[CH:4][N:3]=1)[C:21]1[CH:26]=[CH:25][CH:24]=[CH:23][CH:22]=1. The catalyst class is: 308.